This data is from Catalyst prediction with 721,799 reactions and 888 catalyst types from USPTO. The task is: Predict which catalyst facilitates the given reaction. Reactant: [OH:1][CH:2]([C:21]1[CH:26]=[CH:25][CH:24]=[CH:23][CH:22]=1)[C:3]1[CH:8]=[CH:7][CH:6]=[CH:5][C:4]=1[NH:9][CH2:10][C:11]1[C:12]([C:16]([O:18]CC)=[O:17])=[N:13][NH:14][CH:15]=1.[Li+].[OH-].C(OCC)(=O)C. Product: [OH:1][CH:2]([C:21]1[CH:26]=[CH:25][CH:24]=[CH:23][CH:22]=1)[C:3]1[CH:8]=[CH:7][CH:6]=[CH:5][C:4]=1[NH:9][CH2:10][C:11]1[C:12]([C:16]([OH:18])=[O:17])=[N:13][NH:14][CH:15]=1. The catalyst class is: 20.